Dataset: Full USPTO retrosynthesis dataset with 1.9M reactions from patents (1976-2016). Task: Predict the reactants needed to synthesize the given product. (1) Given the product [CH3:1][C:2]1[CH:7]=[CH:6][CH:5]=[CH:4][C:3]=1[C:8]1[O:12][N:11]=[CH:10][C:9]=1[C:13]([N:39]1[CH2:44][CH2:43][CH2:42][C@@H:41]([C:45]([OH:48])([CH3:47])[CH3:46])[CH2:40]1)=[O:15], predict the reactants needed to synthesize it. The reactants are: [CH3:1][C:2]1[CH:7]=[CH:6][CH:5]=[CH:4][C:3]=1[C:8]1[O:12][N:11]=[CH:10][C:9]=1[C:13]([OH:15])=O.CN(C(ON1N=NC2C=CC=CC1=2)=[N+](C)C)C.[B-](F)(F)(F)F.Cl.[NH:39]1[CH2:44][CH2:43][CH2:42][C@@H:41]([C:45]([OH:48])([CH3:47])[CH3:46])[CH2:40]1.C(N(CC)CC)C. (2) The reactants are: [C:12]([O:11][C:9](O[C:9]([O:11][C:12]([CH3:15])([CH3:14])[CH3:13])=[O:10])=[O:10])([CH3:15])([CH3:14])[CH3:13].[Br:16][C:17]1[C:18]([O:28][CH3:29])=[C:19]([CH:25]([NH2:27])[CH3:26])[CH:20]=[C:21]([Cl:24])[C:22]=1[CH3:23].C(N(CC)CC)C. Given the product [Br:16][C:17]1[C:18]([O:28][CH3:29])=[C:19]([CH:25]([NH:27][C:9](=[O:10])[O:11][C:12]([CH3:13])([CH3:14])[CH3:15])[CH3:26])[CH:20]=[C:21]([Cl:24])[C:22]=1[CH3:23], predict the reactants needed to synthesize it. (3) The reactants are: [NH:1]1[CH:5]=[N:4][C:3]([NH2:6])=[N:2]1.[CH2:7]([O:10][CH:11]1[CH2:16][CH2:15][C:14](=O)[CH2:13][CH2:12]1)[CH:8]=[CH2:9].C([BH3-])#N.[Na+].O. Given the product [CH2:7]([O:10][CH:11]1[CH2:16][CH2:15][CH:14]([NH:6][C:3]2[NH:4][CH:5]=[N:1][N:2]=2)[CH2:13][CH2:12]1)[CH:8]=[CH2:9], predict the reactants needed to synthesize it. (4) Given the product [CH3:1][O:2][C:3]1[CH:4]=[C:5]2[C:10](=[CH:11][C:12]=1[O:13][CH3:14])[N:9]=[CH:8][CH:7]=[C:6]2[O:15][C:16]1[CH:22]=[CH:21][C:19]([NH:20][C:38]([NH:55][C@H:53]([C:50]2[CH:51]=[CH:52][C:47]([F:46])=[CH:48][CH:49]=2)[CH3:54])=[O:44])=[C:18]([C:23]([F:25])([F:26])[F:24])[CH:17]=1, predict the reactants needed to synthesize it. The reactants are: [CH3:1][O:2][C:3]1[CH:4]=[C:5]2[C:10](=[CH:11][C:12]=1[O:13][CH3:14])[N:9]=[CH:8][CH:7]=[C:6]2[O:15][C:16]1[CH:22]=[CH:21][C:19]([NH2:20])=[C:18]([C:23]([F:26])([F:25])[F:24])[CH:17]=1.C(N(CC)CC)C.ClC(Cl)(O[C:38](=[O:44])OC(Cl)(Cl)Cl)Cl.[F:46][C:47]1[CH:52]=[CH:51][C:50]([C@@H:53]([NH2:55])[CH3:54])=[CH:49][CH:48]=1. (5) Given the product [CH:1]([O:4][CH:5]([CH2:19][C:20]1[CH:21]=[CH:22][CH:23]=[CH:24][CH:25]=1)[CH2:6][NH:7][C:8]1[C:9]([NH2:16])=[CH:10][C:11]([CH3:15])=[C:12]([CH3:14])[CH:13]=1)([CH3:3])[CH3:2], predict the reactants needed to synthesize it. The reactants are: [CH:1]([O:4][CH:5]([CH2:19][C:20]1[CH:25]=[CH:24][CH:23]=[CH:22][CH:21]=1)[CH2:6][NH:7][C:8]1[CH:13]=[C:12]([CH3:14])[C:11]([CH3:15])=[CH:10][C:9]=1[N+:16]([O-])=O)([CH3:3])[CH3:2].CCO.[H][H]. (6) Given the product [F:39][CH:2]([F:1])[C:3]1[C:8]([F:9])=[C:7]([S:10]([NH:11][C@@H:12]([CH2:17][CH3:18])[C:13]([F:15])([F:16])[F:14])(=[O:20])=[O:19])[CH:6]=[CH:5][C:4]=1[C:21]1[S:25][C:24]([C:26]2[N:30]=[C:29]([CH2:31][C:32]([OH:35])([CH3:34])[CH3:33])[O:28][N:27]=2)=[N:23][C:22]=1[C:36]([N:68]1[CH2:69][CH2:70][CH:65]([F:64])[CH2:66][CH2:67]1)=[O:38], predict the reactants needed to synthesize it. The reactants are: [F:1][CH:2]([F:39])[C:3]1[C:8]([F:9])=[C:7]([S:10](=[O:20])(=[O:19])[NH:11][C@@H:12]([CH2:17][CH3:18])[C:13]([F:16])([F:15])[F:14])[CH:6]=[CH:5][C:4]=1[C:21]1[S:25][C:24]([C:26]2[N:30]=[C:29]([CH2:31][C:32]([OH:35])([CH3:34])[CH3:33])[O:28][N:27]=2)=[N:23][C:22]=1[C:36]([OH:38])=O.CN(C(ON1N=NC2C=CC=NC1=2)=[N+](C)C)C.F[P-](F)(F)(F)(F)F.[F:64][CH:65]1[CH2:70][CH2:69][NH:68][CH2:67][CH2:66]1. (7) Given the product [CH:21]([O:34][C:35]([NH:37][C:38]1[N:46]([CH2:92][C:91]([N:17]2[CH2:18][CH2:19][N:14]([S:11]([C:6]3[CH:7]=[CH:8][CH:9]=[CH:10][C:5]=3[N+:2]([O-:4])=[O:3])(=[O:12])=[O:13])[C:15](=[O:20])[CH2:16]2)=[O:67])[CH:45]=[N:44][C:43]2[C:39]=1[N:40]=[CH:41][N:42]=2)=[O:36])([C:22]1[CH:23]=[CH:24][CH:25]=[CH:26][CH:27]=1)[C:28]1[CH:33]=[CH:32][CH:31]=[CH:30][CH:29]=1, predict the reactants needed to synthesize it. The reactants are: Cl.[N+:2]([C:5]1[CH:10]=[CH:9][CH:8]=[CH:7][C:6]=1[S:11]([N:14]1[CH2:19][CH2:18][NH:17][CH2:16][C:15]1=[O:20])(=[O:13])=[O:12])([O-:4])=[O:3].[CH:21]([O:34][C:35]([NH:37][C:38]1[N:46]=[CH:45][N:44]=[C:43]2[C:39]=1[N:40]=[CH:41][N:42]2CC(O)=O)=[O:36])([C:28]1[CH:33]=[CH:32][CH:31]=[CH:30][CH:29]=1)[C:22]1[CH:27]=[CH:26][CH:25]=[CH:24][CH:23]=1.C1CN([P+]([O:67]N2N=NC3C=CC=CC2=3)(N2CCCC2)N2CCCC2)CC1.F[P-](F)(F)(F)(F)F.C(N([CH2:91][CH3:92])C(C)C)(C)C.